Dataset: Full USPTO retrosynthesis dataset with 1.9M reactions from patents (1976-2016). Task: Predict the reactants needed to synthesize the given product. (1) The reactants are: C(OC([N:8]1[CH2:13][CH2:12][CH:11]([C:14]2[S:15][CH:16]=[C:17]([C:19]([OH:21])=O)[CH:18]=2)[CH2:10][CH2:9]1)=O)(C)(C)C.C(N(CC)CC)C.CN(C(ON1N=NC2C=CC=NC1=2)=[N+](C)C)C.F[P-](F)(F)(F)(F)F.[C:53]1([CH:59]2[CH2:64][CH2:63][CH2:62][CH2:61][NH:60]2)[CH:58]=[CH:57][CH:56]=[CH:55][CH:54]=1. Given the product [C:53]1([CH:59]2[CH2:64][CH2:63][CH2:62][CH2:61][N:60]2[C:19]([C:17]2[CH:18]=[C:14]([CH:11]3[CH2:10][CH2:9][NH:8][CH2:13][CH2:12]3)[S:15][CH:16]=2)=[O:21])[CH:58]=[CH:57][CH:56]=[CH:55][CH:54]=1, predict the reactants needed to synthesize it. (2) Given the product [C:1]([O:5][C:6](=[O:39])[N:7]([CH3:8])[C@H:9]([C:11](=[O:38])[NH:12][C:13]1[CH:14]=[CH:15][C:16]2[N:17]([C:31]3[CH:32]=[CH:33][CH:34]=[CH:35][CH:36]=3)[C:18](=[O:30])[N:19]([C:23]3[CH:28]=[CH:27][CH:26]=[CH:25][CH:24]=3)[CH2:20][C:21]=2[N:22]=1)[CH3:10])([CH3:4])([CH3:2])[CH3:3], predict the reactants needed to synthesize it. The reactants are: [C:1]([O:5][C:6](=[O:39])[N:7]([C@H:9]([C:11](=[O:38])[NH:12][C:13]1[CH:14]=[CH:15][C:16]2[N:17]([C:31]3[CH:36]=[CH:35][C:34](Cl)=[CH:33][CH:32]=3)[C:18](=[O:30])[N:19]([C:23]3[CH:28]=[CH:27][C:26](Cl)=[CH:25][CH:24]=3)[CH2:20][C:21]=2[N:22]=1)[CH3:10])[CH3:8])([CH3:4])([CH3:3])[CH3:2].C(N(CC)CC)C. (3) Given the product [O:1]1[C:6]2[CH:7]=[CH:8][C:9]([CH2:11][NH:12][CH:20]3[CH2:21][CH2:22][N:23]([CH2:26][CH2:27][N:28]4[C:33](=[O:34])[CH:32]=[N:31][C:30]5[CH:35]=[CH:36][N:37]=[CH:38][C:29]4=5)[CH2:24][CH2:25]3)=[CH:10][C:5]=2[O:4][CH2:3][CH2:2]1, predict the reactants needed to synthesize it. The reactants are: [O:1]1[C:6]2[CH:7]=[CH:8][C:9]([CH2:11][N:12]([CH:20]3[CH2:25][CH2:24][N:23]([CH2:26][CH2:27][N:28]4[C:33](=[O:34])[CH:32]=[N:31][C:30]5[CH:35]=[CH:36][N:37]=[CH:38][C:29]4=5)[CH2:22][CH2:21]3)C(=O)OC(C)(C)C)=[CH:10][C:5]=2[O:4][CH2:3][CH2:2]1. (4) Given the product [NH2:21][C:15]1[C:13]2[CH2:14][N:8]([CH2:1][C:2]3[CH:7]=[CH:6][CH:5]=[CH:4][CH:3]=3)[CH2:9][C:10](=[O:24])[NH:11][C:12]=2[CH:18]=[CH:17][C:16]=1[O:19][CH3:20], predict the reactants needed to synthesize it. The reactants are: [CH2:1]([N:8]1[CH2:14][C:13]2[C:15]([N+:21]([O-])=O)=[C:16]([O:19][CH3:20])[CH:17]=[CH:18][C:12]=2[NH:11][C:10](=[O:24])[CH2:9]1)[C:2]1[CH:7]=[CH:6][CH:5]=[CH:4][CH:3]=1. (5) Given the product [CH3:1][O:2][C:3](=[O:15])[C:4]1[CH:9]=[CH:8][C:7]([O:10][CH:11]([F:12])[F:13])=[C:6]([O:14][CH2:28][CH:25]2[CH2:27][CH2:26]2)[CH:5]=1, predict the reactants needed to synthesize it. The reactants are: [CH3:1][O:2][C:3](=[O:15])[C:4]1[CH:9]=[CH:8][C:7]([O:10][CH:11]([F:13])[F:12])=[C:6]([OH:14])[CH:5]=1.C([O-])([O-])=O.[K+].[K+].[Na+].[I-].Br[C:25]1([CH3:28])[CH2:27][CH2:26]1. (6) Given the product [ClH:39].[ClH:39].[NH2:7][CH:8]([C:14]1[CH:15]=[CH:16][C:17]([C:20]([NH:21][C:22]2[CH:23]=[CH:24][N:25]=[CH:26][CH:27]=2)=[O:28])=[CH:18][CH:19]=1)[CH2:9][N:10]([S:36]([C:30]1[CH:35]=[CH:34][CH:33]=[CH:32][CH:31]=1)(=[O:38])=[O:37])[CH3:11], predict the reactants needed to synthesize it. The reactants are: C(OC(=O)[NH:7][CH:8]([C:14]1[CH:19]=[CH:18][C:17]([C:20](=[O:28])[NH:21][C:22]2[CH:27]=[CH:26][N:25]=[CH:24][CH:23]=2)=[CH:16][CH:15]=1)[CH:9]1CC[CH2:11][NH:10]1)(C)(C)C.[C:30]1([S:36]([Cl:39])(=[O:38])=[O:37])[CH:35]=[CH:34][CH:33]=[CH:32][CH:31]=1.CCN(C(C)C)C(C)C.